From a dataset of Forward reaction prediction with 1.9M reactions from USPTO patents (1976-2016). Predict the product of the given reaction. (1) Given the reactants N(=[C:3]1/[CH2:4][CH2:5][C@H:6]2[C@@H:19]3[C@@H:10]([C@:11]4([CH3:21])[C:16](=[CH:17][CH2:18]3)[NH:15][C:14](=[O:20])[CH2:13][CH2:12]4)[CH2:9][CH2:8][C@:7]/12[CH3:22])/N.[I:23]I, predict the reaction product. The product is: [I:23][C:3]1[C@@:7]2([CH3:22])[CH2:8][CH2:9][C@H:10]3[C@H:19]([C@@H:6]2[CH2:5][CH:4]=1)[CH2:18][CH:17]=[C:16]1[C@:11]3([CH3:21])[CH2:12][CH2:13][C:14](=[O:20])[NH:15]1. (2) The product is: [C:1]([C:3]1[CH:11]=[CH:10][C:6]([C:7]([N:15]([CH2:16][CH3:17])[CH2:13][CH3:14])=[O:9])=[C:5]([F:12])[CH:4]=1)#[N:2]. Given the reactants [C:1]([C:3]1[CH:11]=[CH:10][C:6]([C:7]([OH:9])=O)=[C:5]([F:12])[CH:4]=1)#[N:2].[CH2:13]([NH:15][CH2:16][CH3:17])[CH3:14].CN(C(ON1N=NC2C=CC=NC1=2)=[N+](C)C)C.F[P-](F)(F)(F)(F)F.C(N(C(C)C)CC)(C)C, predict the reaction product. (3) The product is: [CH2:13]([N:3]([CH2:1][CH3:2])[C:4]1[CH:11]=[CH:10][C:7]([CH:8]=[O:9])=[C:6]([O:12][CH2:11][CH2:4][CH2:5][CH3:6])[CH:5]=1)[CH3:14]. Given the reactants [CH2:1]([N:3]([CH2:13][CH3:14])[C:4]1[CH:11]=[CH:10][C:7]([CH:8]=[O:9])=[C:6]([OH:12])[CH:5]=1)[CH3:2].[OH-].[Na+], predict the reaction product. (4) Given the reactants [CH2:1]([O:4][CH2:5][C:6]([CH2:37][O:38][CH2:39][CH2:40][O:41][CH2:42][CH2:43][O:44][CH2:45][CH2:46][O:47][CH2:48][CH2:49][O:50][CH3:51])([CH2:22][O:23][CH2:24][CH2:25][O:26][CH2:27][CH2:28][O:29][CH2:30][CH2:31][O:32][CH2:33][CH2:34][O:35][CH3:36])[CH2:7][O:8][CH2:9][CH2:10][O:11][CH2:12][CH2:13][O:14][CH2:15][CH2:16][O:17][CH2:18][CH2:19][O:20][CH3:21])[CH:2]=[CH2:3].[CH3:52][O:53][SiH:54]([O:57][CH3:58])[O:55][CH3:56].C, predict the reaction product. The product is: [CH3:52][O:53][Si:54]([O:57][CH3:58])([CH2:3][CH2:2][CH2:1][O:4][CH2:5][C:6]([CH2:37][O:38][CH2:39][CH2:40][O:41][CH2:42][CH2:43][O:44][CH2:45][CH2:46][O:47][CH2:48][CH2:49][O:50][CH3:51])([CH2:7][O:8][CH2:9][CH2:10][O:11][CH2:12][CH2:13][O:14][CH2:15][CH2:16][O:17][CH2:18][CH2:19][O:20][CH3:21])[CH2:22][O:23][CH2:24][CH2:25][O:26][CH2:27][CH2:28][O:29][CH2:30][CH2:31][O:32][CH2:33][CH2:34][O:35][CH3:36])[O:55][CH3:56]. (5) The product is: [C:1]([O:5][C:6]([N:8]1[CH2:13][CH2:12][C:11]([CH2:15][CH2:16][CH2:17][NH2:18])([CH3:14])[CH2:10][CH2:9]1)=[O:7])([CH3:4])([CH3:3])[CH3:2]. Given the reactants [C:1]([O:5][C:6]([N:8]1[CH2:13][CH2:12][C:11](/[CH:15]=[CH:16]/[C:17]#[N:18])([CH3:14])[CH2:10][CH2:9]1)=[O:7])([CH3:4])([CH3:3])[CH3:2].N.[H][H], predict the reaction product.